Dataset: Forward reaction prediction with 1.9M reactions from USPTO patents (1976-2016). Task: Predict the product of the given reaction. (1) Given the reactants N[C:2]1[C:7]([Br:8])=[CH:6][C:5]([Cl:9])=[CH:4][N:3]=1.N([O-])=[O:11].[Na+], predict the reaction product. The product is: [Br:8][C:7]1[C:2](=[O:11])[NH:3][CH:4]=[C:5]([Cl:9])[CH:6]=1. (2) Given the reactants [C:1]([NH2:5])([CH3:4])([CH3:3])[CH3:2].[Cl:6][C:7]1[S:8][C:9]([S:12](Cl)(=[O:14])=[O:13])=[CH:10][N:11]=1, predict the reaction product. The product is: [C:1]([NH:5][S:12]([C:9]1[S:8][C:7]([Cl:6])=[N:11][CH:10]=1)(=[O:14])=[O:13])([CH3:4])([CH3:3])[CH3:2]. (3) Given the reactants Cl[C:2]1[C:7]([C:8]([CH3:15])([CH3:14])[C:9]([O:11]CC)=O)=[CH:6][N:5]=[C:4]([S:16][CH3:17])[N:3]=1.[C:18]([O:22][C:23](=[O:30])[NH:24][C@H:25]1[CH2:28][C@H:27]([NH2:29])[CH2:26]1)([CH3:21])([CH3:20])[CH3:19].C1(P(C2CCCCC2)C2C(OC)=CC=C(OC)C=2C2C(C(C)C)=CC(C(C)C)=CC=2C(C)C)CCCCC1.CC(C)([O-])C.[Na+], predict the reaction product. The product is: [C:18]([O:22][C:23](=[O:30])[NH:24][C@H:25]1[CH2:28][C@H:27]([N:29]2[C:2]3[N:3]=[C:4]([S:16][CH3:17])[N:5]=[CH:6][C:7]=3[C:8]([CH3:14])([CH3:15])[C:9]2=[O:11])[CH2:26]1)([CH3:21])([CH3:19])[CH3:20]. (4) The product is: [O:12]1[CH2:17][CH2:16][O:15][C:14]2[CH:18]=[C:19]([NH:22][C:23]3[C:24]([CH2:25][OH:26])=[CH:29][CH:30]=[CH:31][N:32]=3)[CH:20]=[CH:21][C:13]1=2. Given the reactants [H-].[Al+3].[Li+].[H-].[H-].[H-].O1CCCC1.[O:12]1[CH2:17][CH2:16][O:15][C:14]2[CH:18]=[C:19]([NH:22][C:23]3[N:32]=[CH:31][CH:30]=[CH:29][C:24]=3[C:25](OC)=[O:26])[CH:20]=[CH:21][C:13]1=2.[OH-].[Na+], predict the reaction product. (5) Given the reactants Cl[CH2:2][C:3]([NH:5][CH:6]1[CH2:11][CH2:10][N:9]([CH2:12][C:13]2[CH:17]=[CH:16][N:15]([C:18]3[CH:23]=[CH:22][C:21]([C:24]([F:27])([F:26])[F:25])=[CH:20][CH:19]=3)[CH:14]=2)[CH2:8][CH2:7]1)=[O:4].[F:28][C:29]1[CH:30]=[C:31]([OH:36])[CH:32]=[C:33]([F:35])[CH:34]=1.CC(C)([O-])C.[K+], predict the reaction product. The product is: [F:28][C:29]1[CH:30]=[C:31]([CH:32]=[C:33]([F:35])[CH:34]=1)[O:36][CH2:2][C:3]([NH:5][CH:6]1[CH2:11][CH2:10][N:9]([CH2:12][C:13]2[CH:17]=[CH:16][N:15]([C:18]3[CH:23]=[CH:22][C:21]([C:24]([F:27])([F:26])[F:25])=[CH:20][CH:19]=3)[CH:14]=2)[CH2:8][CH2:7]1)=[O:4]. (6) The product is: [CH2:1]([C:3]1[C:11]([CH:12]=[O:13])=[C:6]2[CH:7]=[CH:8][CH:9]=[CH:10][N:5]2[N:4]=1)[CH3:2]. Given the reactants [CH2:1]([C:3]1[C:11]([CH2:12][OH:13])=[C:6]2[CH:7]=[CH:8][CH:9]=[CH:10][N:5]2[N:4]=1)[CH3:2], predict the reaction product. (7) Given the reactants [Cl:1][C:2]1[CH:3]=[C:4]([NH2:10])[C:5]([NH:8][CH3:9])=[CH:6][CH:7]=1.[C:11]([OH:15])(=O)[CH2:12]O, predict the reaction product. The product is: [Cl:1][C:2]1[CH:7]=[CH:6][C:5]2[N:8]([CH3:9])[C:12]([CH2:11][OH:15])=[N:10][C:4]=2[CH:3]=1.